Predict the product of the given reaction. From a dataset of Forward reaction prediction with 1.9M reactions from USPTO patents (1976-2016). (1) Given the reactants [CH3:1][C:2]1[CH:7]=[CH:6][C:5]([O:8][CH2:9][C:10]2[C:11]([CH3:22])=[C:12]([C:16]3[CH:21]=[CH:20][CH:19]=[CH:18][CH:17]=3)[CH:13]=[CH:14][CH:15]=2)=[CH:4][N:3]=1.C(=O)(O)[O-:24].[Na+].ClC1C=CC=C(C(OO)=O)C=1.C(OCC)(=O)C, predict the reaction product. The product is: [CH3:1][C:2]1[CH:7]=[CH:6][C:5]([O:8][CH2:9][C:10]2[C:11]([CH3:22])=[C:12]([C:16]3[CH:21]=[CH:20][CH:19]=[CH:18][CH:17]=3)[CH:13]=[CH:14][CH:15]=2)=[CH:4][N+:3]=1[O-:24]. (2) The product is: [N:22]1[CH:27]=[CH:26][CH:25]=[C:24]([CH2:28][N:7]2[CH2:8][CH:4]3[CH:5]([CH2:1][N:2]([C:9]4[CH:10]=[CH:11][C:12]5[N:13]([C:15]([C:18]([F:20])([F:21])[F:19])=[N:16][N:17]=5)[N:14]=4)[CH2:3]3)[CH2:6]2)[CH:23]=1. Given the reactants [CH2:1]1[CH:5]2[CH2:6][NH:7][CH2:8][CH:4]2[CH2:3][N:2]1[C:9]1[CH:10]=[CH:11][C:12]2[N:13]([C:15]([C:18]([F:21])([F:20])[F:19])=[N:16][N:17]=2)[N:14]=1.[N:22]1[CH:27]=[CH:26][CH:25]=[C:24]([CH:28]=O)[CH:23]=1, predict the reaction product. (3) Given the reactants C[Si](C)(C)CC[O:5][C:6](=[O:21])[CH2:7][CH2:8][C:9]([C:11]1[C:19]2[C:14](=[CH:15][CH:16]=[C:17]([Cl:20])[CH:18]=2)[NH:13][CH:12]=1)=[O:10].Cl[C:25]1[N:30]=[C:29]([O:31][CH:32]2[CH2:36][CH2:35][CH2:34][CH2:33]2)[N:28]=[C:27]([N:37]2[C:46]3[C:41](=[CH:42][CH:43]=[CH:44][CH:45]=3)[CH2:40][CH2:39][CH2:38]2)[N:26]=1, predict the reaction product. The product is: [Cl:20][C:17]1[CH:18]=[C:19]2[C:14](=[CH:15][CH:16]=1)[N:13]([C:25]1[N:30]=[C:29]([O:31][CH:32]3[CH2:33][CH2:34][CH2:35][CH2:36]3)[N:28]=[C:27]([N:37]3[C:46]4[C:41](=[CH:42][CH:43]=[CH:44][CH:45]=4)[CH2:40][CH2:39][CH2:38]3)[N:26]=1)[CH:12]=[C:11]2[C:9](=[O:10])[CH2:8][CH2:7][C:6]([OH:5])=[O:21]. (4) Given the reactants [Si:1]([O:8][CH2:9][C:10]1[CH:11]=[C:12]2[C:17](=[N:18][C:19]=1[CH:20]([O:23][CH3:24])[O:21][CH3:22])[N:16]([C:25](OC1C=CC=CC=1)=[O:26])[CH2:15][CH2:14][CH2:13]2)([C:4]([CH3:7])([CH3:6])[CH3:5])([CH3:3])[CH3:2].[NH2:34][C:35]1[CH:42]=[C:41]([N:43]2[CH2:48][CH2:47][O:46][CH:45]([CH2:49][N:50]([CH3:52])[CH3:51])[CH2:44]2)[C:38]([C:39]#[N:40])=[CH:37][N:36]=1.[Li+].C[Si]([N-][Si](C)(C)C)(C)C.CC1CCCCC1.[NH4+].[Cl-], predict the reaction product. The product is: [Si:1]([O:8][CH2:9][C:10]1[CH:11]=[C:12]2[C:17](=[N:18][C:19]=1[CH:20]([O:21][CH3:22])[O:23][CH3:24])[N:16]([C:25]([NH:34][C:35]1[CH:42]=[C:41]([N:43]3[CH2:48][CH2:47][O:46][CH:45]([CH2:49][N:50]([CH3:52])[CH3:51])[CH2:44]3)[C:38]([C:39]#[N:40])=[CH:37][N:36]=1)=[O:26])[CH2:15][CH2:14][CH2:13]2)([C:4]([CH3:5])([CH3:6])[CH3:7])([CH3:2])[CH3:3]. (5) Given the reactants [F:1][C:2]1[CH:3]=[C:4]([CH2:9][C@H:10]([NH:14][C:15](=[O:21])OC(C)(C)C)[C@H:11]2[CH2:13][O:12]2)[CH:5]=[C:6]([F:8])[CH:7]=1.[C@@H:22]1([NH2:32])[C:31]2[C:26](=[CH:27][CH:28]=[CH:29][CH:30]=2)[CH2:25][CH2:24][CH2:23]1.[CH2:33]([N:36]([CH2:50][CH2:51][CH3:52])[C:37]([C:39]1[CH:40]=[C:41]([CH:45]=[C:46]([CH2:48]C)[CH:47]=1)C(O)=O)=[O:38])[CH2:34][CH3:35], predict the reaction product. The product is: [F:8][C:6]1[CH:5]=[C:4]([CH:3]=[C:2]([F:1])[CH:7]=1)[CH2:9][C@H:10]([NH:14][C:15](=[O:21])[C:41]1[CH:45]=[C:46]([CH3:48])[CH:47]=[C:39]([C:37]([N:36]([CH2:33][CH2:34][CH3:35])[CH2:50][CH2:51][CH3:52])=[O:38])[CH:40]=1)[C@H:11]([OH:12])[CH2:13][NH:32][C@@H:22]1[C:31]2[C:26](=[CH:27][CH:28]=[CH:29][CH:30]=2)[CH2:25][CH2:24][CH2:23]1. (6) Given the reactants [Cl:1][C:2]1[CH:7]=[C:6]([CH:8]([CH3:10])[CH3:9])[CH:5]=[CH:4][C:3]=1[CH:11]=[CH:12][C:13](=O)[CH3:14].[C:16]([CH2:18][C:19]([O:21][CH2:22][CH3:23])=[O:20])#[N:17].C([O-])(=O)C.[NH4+], predict the reaction product. The product is: [CH2:22]([O:21][C:19](=[O:20])[C:18]([C:16]#[N:17])=[C:13]([CH3:14])[CH:12]=[CH:11][C:3]1[CH:4]=[CH:5][C:6]([CH:8]([CH3:10])[CH3:9])=[CH:7][C:2]=1[Cl:1])[CH3:23].